From a dataset of Full USPTO retrosynthesis dataset with 1.9M reactions from patents (1976-2016). Predict the reactants needed to synthesize the given product. (1) The reactants are: [NH2:1][CH:2]([CH2:12][C:13]1[CH:18]=[CH:17][C:16]([C:19]([F:22])([F:21])[F:20])=[CH:15][CH:14]=1)[CH:3]([C:5]1[CH:6]=[N:7][C:8]([Cl:11])=[CH:9][CH:10]=1)[OH:4].[C:23]1([CH2:29][CH2:30][C:31](Cl)=[O:32])[CH:28]=[CH:27][CH:26]=[CH:25][CH:24]=1.C(=O)([O-])O.[Na+]. Given the product [Cl:11][C:8]1[N:7]=[CH:6][C:5]([CH:3]([OH:4])[CH:2]([NH:1][C:31](=[O:32])[CH2:30][CH2:29][C:23]2[CH:28]=[CH:27][CH:26]=[CH:25][CH:24]=2)[CH2:12][C:13]2[CH:18]=[CH:17][C:16]([C:19]([F:22])([F:21])[F:20])=[CH:15][CH:14]=2)=[CH:10][CH:9]=1, predict the reactants needed to synthesize it. (2) Given the product [CH:11]1[C:19]([Br:20])=[CH:18][N:17]2[C:13](=[N:14][CH:15]=[C:16]2[CH:4]=[O:5])[CH:12]=1, predict the reactants needed to synthesize it. The reactants are: CN([CH:4]=[O:5])C.P(Cl)(Cl)(Cl)=O.[CH:11]1[C:19]([Br:20])=[CH:18][N:17]2[C:13](=[N:14][CH:15]=[CH:16]2)[CH:12]=1.[OH-].[Na+].C([O-])(O)=O.[Na+]. (3) Given the product [NH2:1][C:2]1[C:7]([NH:8][S:17]([CH3:16])(=[O:19])=[O:18])=[CH:6][C:5]([Br:9])=[CH:4][N:3]=1, predict the reactants needed to synthesize it. The reactants are: [NH2:1][C:2]1[C:7]([NH2:8])=[CH:6][C:5]([Br:9])=[CH:4][N:3]=1.N1C=CC=CC=1.[CH3:16][S:17](Cl)(=[O:19])=[O:18]. (4) Given the product [CH3:1][O:2][C:3]([C:5]1[C:14]2[CH2:13][CH2:12][CH2:11][CH2:10][C:9]=2[CH:8]=[CH:7][C:6]=1[OH:15])=[O:4], predict the reactants needed to synthesize it. The reactants are: [CH3:1][O:2][C:3]([C:5]1[C:14]2[C:9](=[CH:10][CH:11]=[CH:12][CH:13]=2)[CH:8]=[CH:7][C:6]=1[OH:15])=[O:4].[H][H]. (5) Given the product [CH3:1][N:2]1[CH2:3][CH2:4][N:5]([CH2:8][C:9]([O-:11])=[O:10])[CH2:6][CH2:7]1.[Cs+:16], predict the reactants needed to synthesize it. The reactants are: [CH3:1][N:2]1[CH2:7][CH2:6][N:5]([CH2:8][C:9]([OH:11])=[O:10])[CH2:4][CH2:3]1.C(=O)([O-])[O-].[Cs+:16].[Cs+].